From a dataset of NCI-60 drug combinations with 297,098 pairs across 59 cell lines. Regression. Given two drug SMILES strings and cell line genomic features, predict the synergy score measuring deviation from expected non-interaction effect. (1) Drug 1: CCC(=C(C1=CC=CC=C1)C2=CC=C(C=C2)OCCN(C)C)C3=CC=CC=C3.C(C(=O)O)C(CC(=O)O)(C(=O)O)O. Drug 2: C1=NC2=C(N1)C(=S)N=CN2. Cell line: SK-MEL-5. Synergy scores: CSS=1.80, Synergy_ZIP=-6.24, Synergy_Bliss=-3.83, Synergy_Loewe=-21.1, Synergy_HSA=-4.77. (2) Drug 1: C1=NC2=C(N1)C(=S)N=C(N2)N. Drug 2: CCC(=C(C1=CC=CC=C1)C2=CC=C(C=C2)OCCN(C)C)C3=CC=CC=C3.C(C(=O)O)C(CC(=O)O)(C(=O)O)O. Cell line: HS 578T. Synergy scores: CSS=21.1, Synergy_ZIP=0.242, Synergy_Bliss=-5.98, Synergy_Loewe=-22.9, Synergy_HSA=-7.70. (3) Drug 1: C1CCC(C1)C(CC#N)N2C=C(C=N2)C3=C4C=CNC4=NC=N3. Drug 2: CN(C)C1=NC(=NC(=N1)N(C)C)N(C)C. Cell line: HL-60(TB). Synergy scores: CSS=-28.8, Synergy_ZIP=7.35, Synergy_Bliss=-7.96, Synergy_Loewe=-20.9, Synergy_HSA=-20.1. (4) Drug 1: CC1C(C(CC(O1)OC2CC(CC3=C2C(=C4C(=C3O)C(=O)C5=C(C4=O)C(=CC=C5)OC)O)(C(=O)C)O)N)O.Cl. Drug 2: N.N.Cl[Pt+2]Cl. Cell line: OVCAR-5. Synergy scores: CSS=3.89, Synergy_ZIP=-2.81, Synergy_Bliss=-5.56, Synergy_Loewe=-12.4, Synergy_HSA=-8.04. (5) Drug 1: CC1CCC2CC(C(=CC=CC=CC(CC(C(=O)C(C(C(=CC(C(=O)CC(OC(=O)C3CCCCN3C(=O)C(=O)C1(O2)O)C(C)CC4CCC(C(C4)OC)O)C)C)O)OC)C)C)C)OC. Drug 2: CCN(CC)CCNC(=O)C1=C(NC(=C1C)C=C2C3=C(C=CC(=C3)F)NC2=O)C. Cell line: RPMI-8226. Synergy scores: CSS=3.85, Synergy_ZIP=-1.88, Synergy_Bliss=2.83, Synergy_Loewe=2.06, Synergy_HSA=2.17.